This data is from Catalyst prediction with 721,799 reactions and 888 catalyst types from USPTO. The task is: Predict which catalyst facilitates the given reaction. Reactant: C1(C(C2C=CC=CC=2)(C2C=CC=CC=2)[N:8]2[CH:16]=[N:15][C:14]3[C:13](=[O:17])[NH:12][C:11]([NH2:18])=[N:10][C:9]2=3)C=CC=CC=1.[Cl:31][CH2:32][CH2:33][O:34][CH2:35]Cl. The catalyst class is: 3. Product: [Cl:31][CH2:32][CH2:33][O:34][CH2:35][N:15]1[C:14]2[C:13](=[O:17])[NH:12][C:11]([NH2:18])=[N:10][C:9]=2[N:8]=[CH:16]1.